From a dataset of Forward reaction prediction with 1.9M reactions from USPTO patents (1976-2016). Predict the product of the given reaction. The product is: [CH3:2][C:1]([CH3:4])([CH3:3])[C:5]([NH:8][C:9]1[CH:10]=[CH:11][C:12]([S:15]([C:18]2[C:19]([CH3:34])=[N:20][N:21]([CH2:24][CH2:25][NH:26][C:27](=[O:33])[O:28][C:29]([CH3:30])([CH3:31])[CH3:32])[C:22]=2[CH3:23])(=[O:16])=[O:17])=[CH:13][CH:14]=1)=[O:6]. Given the reactants [C:1]([C:5](Cl)=[O:6])([CH3:4])([CH3:3])[CH3:2].[NH2:8][C:9]1[CH:14]=[CH:13][C:12]([S:15]([C:18]2[C:19]([CH3:34])=[N:20][N:21]([CH2:24][CH2:25][NH:26][C:27](=[O:33])[O:28][C:29]([CH3:32])([CH3:31])[CH3:30])[C:22]=2[CH3:23])(=[O:17])=[O:16])=[CH:11][CH:10]=1.N1C=CC=CC=1, predict the reaction product.